Task: Predict the reactants needed to synthesize the given product.. Dataset: Full USPTO retrosynthesis dataset with 1.9M reactions from patents (1976-2016) (1) Given the product [C:26]([O:25][C:40]([C@H:11]1[NH:1][CH:2]([CH2:3][CH2:4][C:5]([OH:6])=[O:7])[C:8](=[O:10])[O:13]1)=[O:39])([CH3:36])([CH3:31])[CH3:27], predict the reactants needed to synthesize it. The reactants are: [NH:1]([C:11]([O:13]C(C)(C)C)=O)[C@H:2]([C:8]([OH:10])=O)[CH2:3][CH2:4][C:5](=[O:7])[OH:6].C1C=CC=CC=1.C=[O:25].[C:26]1([CH3:36])[CH:31]=CC(S(O)(=O)=O)=C[CH:27]=1.CC[O:39][CH2:40]C. (2) Given the product [NH2:24][C@@H:17]([CH2:18][C:19]1[S:20][CH:21]=[CH:22][CH:23]=1)[C:16]([N:13]1[CH2:12][CH2:11][N:10]([C:8]2[S:9][C:5]3[CH:4]=[C:3]([CH2:2][OH:1])[CH:34]=[CH:33][C:6]=3[N:7]=2)[CH2:15][CH2:14]1)=[O:32], predict the reactants needed to synthesize it. The reactants are: [OH:1][CH2:2][C:3]1[CH:34]=[CH:33][C:6]2[N:7]=[C:8]([N:10]3[CH2:15][CH2:14][N:13]([C:16](=[O:32])[C@@H:17]([NH:24]C(=O)OC(C)(C)C)[CH2:18][C:19]4[S:20][CH:21]=[CH:22][CH:23]=4)[CH2:12][CH2:11]3)[S:9][C:5]=2[CH:4]=1.Cl. (3) The reactants are: Br[C:2]1[C:7]([C:8]([O:10][CH3:11])=[O:9])=[C:6]([F:12])[C:5]([O:13][CH3:14])=[CH:4][CH:3]=1.[C:15](=[O:22])([O:17][C:18]([CH3:21])([CH3:20])[CH3:19])[NH2:16].C1(P(C2C=CC=CC=2)C2C=CC=C3C=2OC2C(P(C4C=CC=CC=4)C4C=CC=CC=4)=CC=CC=2C3(C)C)C=CC=CC=1.C(=O)([O-])[O-].[Cs+].[Cs+]. Given the product [C:18]([O:17][C:15]([NH:16][C:2]1[C:7]([C:8]([O:10][CH3:11])=[O:9])=[C:6]([F:12])[C:5]([O:13][CH3:14])=[CH:4][CH:3]=1)=[O:22])([CH3:21])([CH3:20])[CH3:19], predict the reactants needed to synthesize it.